From a dataset of Peptide-MHC class I binding affinity with 185,985 pairs from IEDB/IMGT. Regression. Given a peptide amino acid sequence and an MHC pseudo amino acid sequence, predict their binding affinity value. This is MHC class I binding data. (1) The peptide sequence is IAFCNWAFV. The MHC is HLA-B27:05 with pseudo-sequence HLA-B27:05. The binding affinity (normalized) is 0.0847. (2) The peptide sequence is NQLYLTVSF. The MHC is HLA-A30:01 with pseudo-sequence HLA-A30:01. The binding affinity (normalized) is 0.0847. (3) The binding affinity (normalized) is 0.0847. The MHC is HLA-B08:01 with pseudo-sequence HLA-B08:01. The peptide sequence is EIIFYHPTF. (4) The peptide sequence is FDLFGITLY. The MHC is HLA-B39:01 with pseudo-sequence HLA-B39:01. The binding affinity (normalized) is 0.0847. (5) The peptide sequence is SLLDAHIPQL. The MHC is HLA-A24:02 with pseudo-sequence HLA-A24:02. The binding affinity (normalized) is 0.136.